Task: Predict which catalyst facilitates the given reaction.. Dataset: Catalyst prediction with 721,799 reactions and 888 catalyst types from USPTO (1) Reactant: [H-].[Na+].[F:3][C:4]([F:8])([F:7])[CH2:5][OH:6].Cl[C:10]1[N:20]=[C:19]([C:21]([F:24])([F:23])[F:22])[CH:18]=[C:17]([CH3:25])[C:11]=1[C:12]([O:14][CH2:15][CH3:16])=[O:13]. Product: [CH3:25][C:17]1[C:11]([C:12]([O:14][CH2:15][CH3:16])=[O:13])=[C:10]([O:6][CH2:5][C:4]([F:8])([F:7])[F:3])[N:20]=[C:19]([C:21]([F:24])([F:23])[F:22])[CH:18]=1. The catalyst class is: 1. (2) Reactant: [F:1][C:2]([F:15])([F:14])[C:3]1[CH:8]=[CH:7][C:6]([C:9]([F:12])([F:11])[F:10])=[CH:5][C:4]=1Br.[CH2:16]([OH:20])[CH2:17][C:18]#[CH:19].CCN(CC)CC. Product: [F:1][C:2]([F:15])([F:14])[C:3]1[CH:8]=[CH:7][C:6]([C:9]([F:12])([F:11])[F:10])=[CH:5][C:4]=1[C:19]#[C:18][CH2:17][CH2:16][OH:20]. The catalyst class is: 540. (3) Reactant: [Cl:1][C:2]1[CH:23]=[C:22]([Cl:24])[CH:21]=[CH:20][C:3]=1[CH2:4][C:5]1[C:9]2=[N:10][CH:11]=[CH:12][CH:13]=[C:8]2[N:7]([C:14]([O:16][CH2:17][CH3:18])=[O:15])[C:6]=1[CH3:19].ClC1C=CC=C(C(OO)=[O:33])C=1. Product: [Cl:1][C:2]1[CH:23]=[C:22]([Cl:24])[CH:21]=[CH:20][C:3]=1[CH2:4][C:5]1[C:9]2=[N:10][CH:11]=[CH:12][CH:13]=[C:8]2[N+:7]([O-:33])([C:14]([O:16][CH2:17][CH3:18])=[O:15])[C:6]=1[CH3:19]. The catalyst class is: 22. (4) Reactant: O1CCCCC1[N:7]1[C:11](B2OC(C)(C)C(C)(C)O2)=[CH:10][CH:9]=[N:8]1.[NH2:21][C@@H:22]1[C@@H:26]([OH:27])[CH2:25][N:24]([C:28]2[CH:47]=[CH:46][C:31]([C:32]([NH:34][C:35]3[CH:40]=[CH:39][C:38]([O:41][C:42]([Cl:45])([F:44])[F:43])=[CH:37][CH:36]=3)=[O:33])=[CH:30][C:29]=2Br)[CH2:23]1.C([O-])([O-])=O.[Na+].[Na+].C(O)(C(F)(F)F)=O. Product: [NH2:21][C@@H:22]1[C@@H:26]([OH:27])[CH2:25][N:24]([C:28]2[CH:29]=[CH:30][C:31]([C:32]([NH:34][C:35]3[CH:36]=[CH:37][C:38]([O:41][C:42]([Cl:45])([F:43])[F:44])=[CH:39][CH:40]=3)=[O:33])=[CH:46][C:47]=2[C:11]2[NH:7][N:8]=[CH:9][CH:10]=2)[CH2:23]1. The catalyst class is: 57. (5) Reactant: C(OC(=O)[NH:10][CH2:11][CH2:12][CH2:13][C@H:14]([NH:40][C:41]([O:43][C:44]([CH3:47])([CH3:46])[CH3:45])=[O:42])[CH2:15][C:16]([NH:18][CH2:19][C@@H:20]([NH:32][C:33]([O:35][C:36]([CH3:39])([CH3:38])[CH3:37])=[O:34])[CH2:21][CH2:22][CH2:23][NH:24][C:25]([O:27][C:28]([CH3:31])([CH3:30])[CH3:29])=[O:26])=[O:17])C1C=CC=CC=1. Product: [C:44]([O:43][C:41](=[O:42])[NH:40][C@H:14]([CH2:15][C:16]([NH:18][CH2:19][C@@H:20]([NH:32][C:33]([O:35][C:36]([CH3:39])([CH3:38])[CH3:37])=[O:34])[CH2:21][CH2:22][CH2:23][NH:24][C:25]([O:27][C:28]([CH3:29])([CH3:31])[CH3:30])=[O:26])=[O:17])[CH2:13][CH2:12][CH2:11][NH2:10])([CH3:45])([CH3:46])[CH3:47]. The catalyst class is: 63. (6) Reactant: [NH2:1][CH:2]([CH2:6][C:7]1[C:15]2[C:10](=[CH:11][CH:12]=[C:13](Br)[CH:14]=2)[NH:9][CH:8]=1)[C:3]([OH:5])=[O:4].[C:17]1([C:23]2[S:27][C:26](B(O)O)=[CH:25][CH:24]=2)[CH:22]=[CH:21][CH:20]=[CH:19][CH:18]=1.C([O-])([O-])=O.[Na+].[Na+].C(#N)C. Product: [NH2:1][CH:2]([CH2:6][C:7]1[C:15]2[C:10](=[CH:11][CH:12]=[C:13]([C:26]3[S:27][C:23]([C:17]4[CH:18]=[CH:19][CH:20]=[CH:21][CH:22]=4)=[CH:24][CH:25]=3)[CH:14]=2)[NH:9][CH:8]=1)[C:3]([OH:5])=[O:4]. The catalyst class is: 189. (7) Reactant: C(N(C(C)C)CC)(C)C.Cl.[F:11][C:12]1[CH:17]=[C:16]([S:18]([CH3:21])(=[O:20])=[O:19])[CH:15]=[CH:14][C:13]=1[C:22]1[CH:27]=[CH:26][C:25]([O:28][CH2:29][CH:30]2[CH2:35][CH2:34][NH:33][CH2:32][CH2:31]2)=[CH:24][CH:23]=1.Cl[C:37]([O:39][CH:40]([CH3:42])[CH3:41])=[O:38]. The catalyst class is: 2. Product: [F:11][C:12]1[CH:17]=[C:16]([S:18]([CH3:21])(=[O:20])=[O:19])[CH:15]=[CH:14][C:13]=1[C:22]1[CH:23]=[CH:24][C:25]([O:28][CH2:29][CH:30]2[CH2:35][CH2:34][N:33]([C:37]([O:39][CH:40]([CH3:42])[CH3:41])=[O:38])[CH2:32][CH2:31]2)=[CH:26][CH:27]=1. (8) Reactant: [P:1]([O:13][CH2:14][C@@H:15]1[CH2:19][CH2:18][CH2:17][N:16]1[CH2:20][CH2:21][CH2:22][O:23][C:24]1[CH:33]=[C:32]2[C:27]([C:28]([NH:34][C:35]3[S:36][C:37]([CH2:40][C:41]([NH:43][C:44]4[CH:49]=[CH:48][C:47]([F:50])=[C:46]([F:51])[CH:45]=4)=[O:42])=[CH:38][N:39]=3)=[N:29][CH:30]=[N:31]2)=[CH:26][C:25]=1[O:52][CH3:53])([O:8]C(C)(C)C)([O:3]C(C)(C)C)=[O:2].Cl. Product: [P:1]([OH:3])([OH:8])([O:13][CH2:14][C@@H:15]1[CH2:19][CH2:18][CH2:17][N:16]1[CH2:20][CH2:21][CH2:22][O:23][C:24]1[CH:33]=[C:32]2[C:27]([C:28]([NH:34][C:35]3[S:36][C:37]([CH2:40][C:41]([NH:43][C:44]4[CH:49]=[CH:48][C:47]([F:50])=[C:46]([F:51])[CH:45]=4)=[O:42])=[CH:38][N:39]=3)=[N:29][CH:30]=[N:31]2)=[CH:26][C:25]=1[O:52][CH3:53])=[O:2]. The catalyst class is: 12. (9) Product: [C:36]([C:34]1[CH:35]=[C:27]([NH:26][C:22]2[N:21]=[C:20]([O:19][C:12]3[C:13]4[C:18](=[CH:17][CH:16]=[CH:15][CH:14]=4)[C:9]([NH:8][C:6](=[O:7])[O:5][C:1]([CH3:3])([CH3:4])[CH3:2])=[CH:10][CH:11]=3)[CH:25]=[CH:24][N:23]=2)[CH:28]=[C:29]([C:30](=[O:32])[NH:53][C@H:48]([CH3:49])[CH2:47][N:52]2[CH2:51][CH2:50][O:75][CH2:68][CH2:70]2)[CH:33]=1)#[CH:37]. The catalyst class is: 6. Reactant: [C:1]([O:5][C:6]([NH:8][C:9]1[C:18]2[C:13](=[CH:14][CH:15]=[CH:16][CH:17]=2)[C:12]([O:19][C:20]2[CH:25]=[CH:24][N:23]=[C:22]([NH:26][C:27]3[CH:28]=[C:29]([CH:33]=[C:34]([C:36]#[CH:37])[CH:35]=3)[C:30]([OH:32])=O)[N:21]=2)=[CH:11][CH:10]=1)=[O:7])([CH3:4])([CH3:3])[CH3:2].CN(C(ON1N=[N:53][C:48]2[CH:49]=[CH:50][CH:51]=[N:52][C:47]1=2)=[N+](C)C)C.F[P-](F)(F)(F)(F)F.CCN([CH:68]([CH3:70])C)C(C)C.CN(C=[O:75])C.